Dataset: Experimentally validated miRNA-target interactions with 360,000+ pairs, plus equal number of negative samples. Task: Binary Classification. Given a miRNA mature sequence and a target amino acid sequence, predict their likelihood of interaction. The miRNA is hsa-miR-548s with sequence AUGGCCAAAACUGCAGUUAUUUU. The protein sequence of the target gene is MENLTKHSIECSSFRGDWECKNQFERKQGSQEGHFSEMIFTPEDMPTFSIQHQRIHTDEKLLECKECGKDFSFVSVLVRHQRIHTGEKPYECKECGKAFGSGANLAYHQRIHTGEKPFECKECGKAFGSGSNLTHHQRIHTGEKPYECKECGKAFSFGSGLIRHQIIHSGEKPYECKECGKSFSFESALIRHHRIHTGEKPYECIDCGKAFGSGSNLTQHRRIHTGEKPYECKACGMAFSSGSALTRHQRIHTGEKPYICNECGKAFSFGSALTRHQRIHTGEKPYVCKECGKAFNSGSD.... Result: 1 (interaction).